Task: Predict the reactants needed to synthesize the given product.. Dataset: Full USPTO retrosynthesis dataset with 1.9M reactions from patents (1976-2016) (1) Given the product [ClH:3].[CH2:20]([N:15]([CH2:11][CH2:12][CH2:13][CH3:14])[CH2:16][CH2:17][CH2:18][CH3:19])[CH2:21][CH2:22][CH3:23], predict the reactants needed to synthesize it. The reactants are: P(Cl)(Cl)([Cl:3])=S.C(N)CCC.[CH2:11]([N:15]([CH2:20][CH2:21][CH2:22][CH3:23])[CH2:16][CH2:17][CH2:18][CH3:19])[CH2:12][CH2:13][CH3:14]. (2) Given the product [CH:10]([C:9]1[CH:8]=[CH:7][CH:5]=[CH:6][C:2]=1[CH:1]=[O:4])=[CH2:11].[CH:5]([C:7]1[CH:14]=[CH:13][C:10]([CH:11]=[O:12])=[CH:9][CH:8]=1)=[CH2:6], predict the reactants needed to synthesize it. The reactants are: [C:1]([OH:4])(=S)[CH3:2].[CH:5]([C:7]1[CH:14]=[CH:13][C:10]([CH:11]=[O:12])=[CH:9][CH:8]=1)=[CH2:6]. (3) Given the product [NH2:1][C:2]1[N:7]=[CH:6][N:5]=[C:4]2[N:8]([CH2:19][CH2:20][N:21]([CH2:22][C:23]3[CH:28]=[CH:27][C:26]([Cl:29])=[CH:25][CH:24]=3)[C:30](=[O:33])[CH:31]=[CH2:32])[N:9]=[C:10]([C:11]3[CH:12]=[C:13]([OH:18])[CH:14]=[C:15]([F:17])[CH:16]=3)[C:3]=12, predict the reactants needed to synthesize it. The reactants are: [NH2:1][C:2]1[N:7]=[CH:6][N:5]=[C:4]2[N:8]([CH2:19][CH2:20][NH:21][CH2:22][C:23]3[CH:28]=[CH:27][C:26]([Cl:29])=[CH:25][CH:24]=3)[N:9]=[C:10]([C:11]3[CH:12]=[C:13]([OH:18])[CH:14]=[C:15]([F:17])[CH:16]=3)[C:3]=12.[C:30](Cl)(=[O:33])[CH:31]=[CH2:32].